This data is from Reaction yield outcomes from USPTO patents with 853,638 reactions. The task is: Predict the reaction yield, written as a fraction of the theoretical maximum amount of product (1.0 means a 100% yield; for example, 0.34 means a 34% yield). (1) The reactants are [CH2:1]([Mg]Br)[CH3:2].[Cl:5][C:6]1[N:11]=[C:10](Cl)[CH:9]=[CH:8][N:7]=1.[NH4+].[Cl-]. The catalyst is C1COCC1. The product is [Cl:5][C:6]1[N:11]=[C:10]([CH2:1][CH3:2])[CH:9]=[CH:8][N:7]=1. The yield is 0.279. (2) The reactants are Br[CH2:2][C:3]([C:5]1[C:10]([CH3:11])=[CH:9][C:8]([S:12][C:13]2[CH:18]=[CH:17][C:16]([O:19][CH3:20])=[CH:15][CH:14]=2)=[CH:7][C:6]=1[Cl:21])=O.[NH2:22][C:23]([NH2:25])=[S:24]. The catalyst is CCO. The product is [Cl:21][C:6]1[CH:7]=[C:8]([S:12][C:13]2[CH:18]=[CH:17][C:16]([O:19][CH3:20])=[CH:15][CH:14]=2)[CH:9]=[C:10]([CH3:11])[C:5]=1[C:3]1[N:22]=[C:23]([NH2:25])[S:24][CH:2]=1. The yield is 0.580. (3) The reactants are [CH2:1]([NH:3][C:4]1[C:5]2[C:16]([C:17]3[CH:22]=[CH:21][CH:20]=[CH:19][CH:18]=3)=[C:15]([C:23]3[CH:28]=[CH:27][C:26]([C:29]4([NH:33][C:34](=[O:40])[O:35][C:36]([CH3:39])([CH3:38])[CH3:37])[CH2:32][CH2:31][CH2:30]4)=[CH:25][CH:24]=3)[O:14][C:6]=2[N:7]=[C:8](S(C)(=O)=O)[N:9]=1)[CH3:2].[NH2:41][CH2:42][CH2:43][OH:44]. The catalyst is FC(F)(F)C1C=CC=CC=1.CCOC(C)=O.O. The product is [CH2:1]([NH:3][C:4]1[C:5]2[C:16]([C:17]3[CH:22]=[CH:21][CH:20]=[CH:19][CH:18]=3)=[C:15]([C:23]3[CH:28]=[CH:27][C:26]([C:29]4([NH:33][C:34](=[O:40])[O:35][C:36]([CH3:39])([CH3:38])[CH3:37])[CH2:32][CH2:31][CH2:30]4)=[CH:25][CH:24]=3)[O:14][C:6]=2[N:7]=[C:8]([NH:41][CH2:42][CH2:43][OH:44])[N:9]=1)[CH3:2]. The yield is 0.430. (4) The reactants are [C:1]1([C:7]2[CH:14]=[CH:13][C:10]([CH:11]=O)=[CH:9][CH:8]=2)[CH:6]=[CH:5][CH:4]=[CH:3][CH:2]=1.[CH3:15][O:16][C:17]([CH2:19][C@@H:20]([CH2:24][CH:25]([CH3:27])[CH3:26])[C:21]([OH:23])=O)=[O:18].[CH2:28]([N+:35]#[C-:36])[C:29]1[CH:34]=[CH:33][CH:32]=[CH:31][CH:30]=1.[CH3:37][NH2:38].C[OH:40]. No catalyst specified. The product is [CH3:26][CH:25]([CH3:27])[CH2:24][C@@H:20]([C:21](=[O:23])[N:38]([CH3:37])[CH:11]([C:36](=[O:40])[NH:35][CH2:28][C:29]1[CH:34]=[CH:33][CH:32]=[CH:31][CH:30]=1)[C:10]1[CH:13]=[CH:14][C:7]([C:1]2[CH:6]=[CH:5][CH:4]=[CH:3][CH:2]=2)=[CH:8][CH:9]=1)[CH2:19][C:17]([O:16][CH3:15])=[O:18]. The yield is 0.750.